Regression. Given a peptide amino acid sequence and an MHC pseudo amino acid sequence, predict their binding affinity value. This is MHC class II binding data. From a dataset of Peptide-MHC class II binding affinity with 134,281 pairs from IEDB. (1) The peptide sequence is ENVIDVKLVDANGKL. The MHC is HLA-DPA10103-DPB10401 with pseudo-sequence HLA-DPA10103-DPB10401. The binding affinity (normalized) is 0.0196. (2) The peptide sequence is VRGDIRESVIREELI. The MHC is DRB1_0101 with pseudo-sequence DRB1_0101. The binding affinity (normalized) is 0.194. (3) The peptide sequence is QKEDAALTIYEMLQN. The binding affinity (normalized) is 0.110. The MHC is DRB4_0101 with pseudo-sequence DRB4_0103. (4) The peptide sequence is LIIMDEAHFTDPASI. The MHC is DRB1_0401 with pseudo-sequence DRB1_0401. The binding affinity (normalized) is 0.577. (5) The peptide sequence is IKEKGKDKWIELKES. The MHC is HLA-DPA10103-DPB10201 with pseudo-sequence HLA-DPA10103-DPB10201. The binding affinity (normalized) is 0.0365. (6) The peptide sequence is CLKDRMNFDIPEEIK. The MHC is DRB1_1302 with pseudo-sequence DRB1_1302. The binding affinity (normalized) is 0.0998.